Dataset: Reaction yield outcomes from USPTO patents with 853,638 reactions. Task: Predict the reaction yield, written as a fraction of the theoretical maximum amount of product (1.0 means a 100% yield; for example, 0.34 means a 34% yield). (1) The reactants are [Cl:1][C:2]1[CH:3]=[C:4]([NH:8][C:9]2[CH:14]=[C:13]([NH:15][C:16]3[CH:17]=[C:18]([CH:34]=[CH:35][CH:36]=3)[C:19]([N:21]3[CH2:26][CH2:25][N:24](C(OC(C)(C)C)=O)[CH2:23][CH2:22]3)=[O:20])[N:12]3[N:37]=[CH:38][C:39]([CH:40]=[C:41]4[C:45](=[O:46])[NH:44][C:43](=[O:47])[NH:42]4)=[C:11]3[N:10]=2)[CH:5]=[CH:6][CH:7]=1. The catalyst is C(O)(C(F)(F)F)=O.C(Cl)Cl. The product is [Cl:1][C:2]1[CH:3]=[C:4]([NH:8][C:9]2[CH:14]=[C:13]([NH:15][C:16]3[CH:36]=[CH:35][CH:34]=[C:18]([C:19]([N:21]4[CH2:22][CH2:23][NH:24][CH2:25][CH2:26]4)=[O:20])[CH:17]=3)[N:12]3[N:37]=[CH:38][C:39]([CH:40]=[C:41]4[NH:42][C:43](=[O:47])[NH:44][C:45]4=[O:46])=[C:11]3[N:10]=2)[CH:5]=[CH:6][CH:7]=1. The yield is 0.210. (2) The reactants are C([O:8][C:9]1[CH:14]=[CH:13][C:12]([C:15]2[N:23]([CH2:24][O:25][CH2:26][CH2:27][Si:28]([CH3:31])([CH3:30])[CH3:29])[C:22]3[C:21](=[O:32])[N:20]([CH2:33][CH2:34][CH3:35])[C:19](Cl)=[N:18][C:17]=3[N:16]=2)=[CH:11][CH:10]=1)C1C=CC=CC=1.O.C([O-])=O.[NH4+]. The catalyst is CN(C=O)C.[Pd]. The product is [OH:8][C:9]1[CH:10]=[CH:11][C:12]([C:15]2[N:23]([CH2:24][O:25][CH2:26][CH2:27][Si:28]([CH3:29])([CH3:31])[CH3:30])[C:22]3[C:21](=[O:32])[N:20]([CH2:33][CH2:34][CH3:35])[CH:19]=[N:18][C:17]=3[N:16]=2)=[CH:13][CH:14]=1. The yield is 0.800. (3) The reactants are Cl[C:2]1[CH:3]=[C:4]([CH:29]=[CH:30][N:31]=1)[C:5]([NH:7][C:8]1[N:9]=[N:10][C:11]([N:14]2[C:18]([C:19]([F:22])([F:21])[F:20])=[CH:17][C:16]([C:23]3[CH:24]=[N:25][CH:26]=[CH:27][CH:28]=3)=[N:15]2)=[CH:12][CH:13]=1)=[O:6].[C:32]1(B(O)O)[CH:37]=[CH:36][CH:35]=[CH:34][CH:33]=1.C(=O)([O-])[O-].[Cs+].[Cs+]. The catalyst is CN(C)C=O.C1C=CC([P]([Pd]([P](C2C=CC=CC=2)(C2C=CC=CC=2)C2C=CC=CC=2)([P](C2C=CC=CC=2)(C2C=CC=CC=2)C2C=CC=CC=2)[P](C2C=CC=CC=2)(C2C=CC=CC=2)C2C=CC=CC=2)(C2C=CC=CC=2)C2C=CC=CC=2)=CC=1. The product is [C:32]1([C:2]2[CH:3]=[C:4]([CH:29]=[CH:30][N:31]=2)[C:5]([NH:7][C:8]2[N:9]=[N:10][C:11]([N:14]3[C:18]([C:19]([F:20])([F:22])[F:21])=[CH:17][C:16]([C:23]4[CH:24]=[N:25][CH:26]=[CH:27][CH:28]=4)=[N:15]3)=[CH:12][CH:13]=2)=[O:6])[CH:37]=[CH:36][CH:35]=[CH:34][CH:33]=1. The yield is 0.0800. (4) The reactants are C([Li])CCC.C(NC(C)C)(C)C.[C:13]([O:16][CH2:17][CH3:18])(=[O:15])[CH3:14].[CH3:19][C@H:20]([C@H:24]([CH3:28])[CH2:25][CH2:26][CH3:27])[C:21](Cl)=[O:22]. The yield is 0.892. The catalyst is C1COCC1. The product is [CH2:17]([O:16][C:13](=[O:15])[CH2:14][C:21](=[O:22])[C@H:20]([CH3:19])[C@H:24]([CH3:28])[CH2:25][CH2:26][CH3:27])[CH3:18]. (5) The reactants are Br[CH2:2][C:3]1[CH:8]=[CH:7][C:6]([C:9]2[CH:10]=[C:11]([C:21]([NH:23][CH2:24][C:25]3[C:26](=[O:33])[NH:27][C:28]([CH3:32])=[CH:29][C:30]=3[CH3:31])=[O:22])[C:12]3[CH:17]=[N:16][N:15]([CH:18]([CH3:20])[CH3:19])[C:13]=3[N:14]=2)=[CH:5][CH:4]=1.[NH:34]1[CH2:39][CH2:38][O:37][CH2:36][CH2:35]1.O.CCOC(C)=O. The catalyst is CN(C=O)C. The product is [CH3:31][C:30]1[CH:29]=[C:28]([CH3:32])[NH:27][C:26](=[O:33])[C:25]=1[CH2:24][NH:23][C:21]([C:11]1[C:12]2[CH:17]=[N:16][N:15]([CH:18]([CH3:19])[CH3:20])[C:13]=2[N:14]=[C:9]([C:6]2[CH:7]=[CH:8][C:3]([CH2:2][N:34]3[CH2:39][CH2:38][O:37][CH2:36][CH2:35]3)=[CH:4][CH:5]=2)[CH:10]=1)=[O:22]. The yield is 0.150. (6) The reactants are [C:1]([O:4][CH2:5][C:6]1[N:7]=[C:8]([C:11]2[CH:16]=[CH:15][CH:14]=[C:13]([C:17]([F:20])([F:19])[F:18])[CH:12]=2)[S:9][CH:10]=1)(=[O:3])[CH3:2].[Br:21]Br.S([O-])([O-])(=O)=S.[Na+].[Na+]. The catalyst is C(O)(=O)C. The product is [C:1]([O:4][CH2:5][C:6]1[N:7]=[C:8]([C:11]2[CH:16]=[CH:15][CH:14]=[C:13]([C:17]([F:18])([F:19])[F:20])[CH:12]=2)[S:9][C:10]=1[Br:21])(=[O:3])[CH3:2]. The yield is 0.510. (7) The reactants are [OH:1][C@H:2]1[CH2:10][C:9]2[C:4](=[CH:5][CH:6]=[CH:7][CH:8]=2)[C@H:3]1[NH:11][C:12](=[O:18])[O:13][C:14]([CH3:17])([CH3:16])[CH3:15].[O-2].[Ba+2].[OH-].[Ba+2].[OH-].I[CH3:25]. The catalyst is CN(C=O)C. The product is [CH3:25][O:1][C@H:2]1[CH2:10][C:9]2[C:4](=[CH:5][CH:6]=[CH:7][CH:8]=2)[C@H:3]1[NH:11][C:12](=[O:18])[O:13][C:14]([CH3:15])([CH3:17])[CH3:16]. The yield is 0.250.